Dataset: Full USPTO retrosynthesis dataset with 1.9M reactions from patents (1976-2016). Task: Predict the reactants needed to synthesize the given product. The reactants are: [N+:1]([C:4]1[CH:9]=[CH:8][CH:7]=[CH:6][C:5]=1[CH2:10][C:11](=[O:15])[C:12]([OH:14])=O)([O-:3])=[O:2].CCN=C=NCCCN(C)C.ON1C2C=CC=CC=2N=N1.[NH2:37][C:38]12[C:56](=[O:57])[C:55]3[C:50](=[CH:51][CH:52]=[CH:53][CH:54]=3)[C:39]1([OH:58])[O:40][C:41]1[CH:46]=[C:45]([CH:47]([CH3:49])[CH3:48])[CH:44]=[CH:43][C:42]=12. Given the product [OH:58][C:39]12[C:50]3[C:55](=[CH:54][CH:53]=[CH:52][CH:51]=3)[C:56](=[O:57])[C:38]1([NH:37][C:12](=[O:14])[C:11](=[O:15])[CH2:10][C:5]1[CH:6]=[CH:7][CH:8]=[CH:9][C:4]=1[N+:1]([O-:3])=[O:2])[C:42]1[CH:43]=[CH:44][C:45]([CH:47]([CH3:49])[CH3:48])=[CH:46][C:41]=1[O:40]2, predict the reactants needed to synthesize it.